From a dataset of Full USPTO retrosynthesis dataset with 1.9M reactions from patents (1976-2016). Predict the reactants needed to synthesize the given product. (1) Given the product [C:1]1([C:7]2[CH:12]=[C:11]([CH2:13][S:14]([N:17]3[CH2:22][CH2:21][O:20][CH2:19][CH2:18]3)(=[O:15])=[O:16])[CH:10]=[CH:9][C:8]=2[NH:23][C:24]([C:26]2[NH:27][CH:28]=[C:29]([C:31]#[N:32])[N:30]=2)=[O:25])[CH2:6][CH2:5][CH2:4][CH2:3][CH:2]=1, predict the reactants needed to synthesize it. The reactants are: [C:1]1([C:7]2[CH:12]=[C:11]([CH2:13][S:14]([N:17]3[CH2:22][CH2:21][O:20][CH2:19][CH2:18]3)(=[O:16])=[O:15])[CH:10]=[CH:9][C:8]=2[NH:23][C:24]([C:26]2[N:27](COCC[Si](C)(C)C)[CH:28]=[C:29]([C:31]#[N:32])[N:30]=2)=[O:25])[CH2:6][CH2:5][CH2:4][CH2:3][CH:2]=1.C(O)(C(F)(F)F)=O. (2) Given the product [NH2:1][C:2]1[C:3]([C:4]([NH:6][CH3:9])=[O:5])=[N:24][C:12]([C:15]2[CH:16]=[N:17][N:18]([CH2:20][CH2:21][CH2:22][OH:23])[CH:19]=2)=[CH:13][CH:14]=1, predict the reactants needed to synthesize it. The reactants are: [NH2:1][C:2]1[CH:14]=[CH:13][C:12]([C:15]2[CH:16]=[N:17][N:18]([CH2:20][CH2:21][CH2:22][OH:23])[CH:19]=2)=C[C:3]=1[C:4]([N:6]([CH2:9]C)CC)=[O:5].[NH2:24]C1C(C(NC)=O)=NC(Br)=CC=1.